Predict the reactants needed to synthesize the given product. From a dataset of Full USPTO retrosynthesis dataset with 1.9M reactions from patents (1976-2016). (1) The reactants are: [C:1]([O:5][C:6]([NH:8][C@H:9]1[CH2:14][CH2:13][C@H:12]([NH:15][C:16]2[CH:25]=[CH:24][C:19]([C:20]([O:22]C)=[O:21])=[C:18]([O:26][CH3:27])[N:17]=2)[CH2:11][CH2:10]1)=[O:7])([CH3:4])([CH3:3])[CH3:2].[OH-].[Na+].Cl. Given the product [C:1]([O:5][C:6]([NH:8][C@H:9]1[CH2:10][CH2:11][C@H:12]([NH:15][C:16]2[CH:25]=[CH:24][C:19]([C:20]([OH:22])=[O:21])=[C:18]([O:26][CH3:27])[N:17]=2)[CH2:13][CH2:14]1)=[O:7])([CH3:4])([CH3:3])[CH3:2], predict the reactants needed to synthesize it. (2) Given the product [CH2:40]([O:35][C@@H:13]1[C@@H:12]([O:36][CH2:26][C:27]2[CH:32]=[CH:31][CH:30]=[CH:29][CH:28]=2)[C@H:11]([O:37][CH2:18][C:19]2[CH:24]=[CH:23][CH:22]=[CH:21][CH:20]=2)[C@@H:10]([CH2:9][O:8][Si:1]([C:4]([CH3:7])([CH3:5])[CH3:6])([CH3:2])[CH3:3])[O:15][C@H:14]1[N:16]1[C:24]2[C:19](=[CH:20][CH:21]=[C:22]([CH3:25])[CH:23]=2)[C:18]([CH2:26][C:27]2[CH:28]=[CH:29][C:30]([O:33][CH3:34])=[CH:31][CH:32]=2)=[CH:17]1)[C:41]1[CH:46]=[CH:45][CH:44]=[CH:43][CH:42]=1, predict the reactants needed to synthesize it. The reactants are: [Si:1]([O:8][CH2:9][C@H:10]1[O:15][C@@H:14]([N:16]2[C:24]3[C:19](=[CH:20][CH:21]=[C:22]([CH3:25])[CH:23]=3)[C:18]([CH2:26][C:27]3[CH:32]=[CH:31][C:30]([O:33][CH3:34])=[CH:29][CH:28]=3)=[CH:17]2)[C@H:13]([OH:35])[C@@H:12]([OH:36])[C@@H:11]1[OH:37])([C:4]([CH3:7])([CH3:6])[CH3:5])([CH3:3])[CH3:2].[H-].[Na+].[CH2:40](Br)[C:41]1[CH:46]=[CH:45][CH:44]=[CH:43][CH:42]=1. (3) Given the product [F:1][C:2]1[CH:10]=[CH:9][C:8]([O:11][C:12]2[C:17]([C:18]3[O:19][CH:32]=[N:31][CH:30]=3)=[CH:16][CH:15]=[CH:14][N:13]=2)=[CH:7][C:3]=1[C:4]([OH:6])=[O:5], predict the reactants needed to synthesize it. The reactants are: [F:1][C:2]1[CH:10]=[CH:9][C:8]([O:11][C:12]2[C:17]([CH:18]=[O:19])=[CH:16][CH:15]=[CH:14][N:13]=2)=[CH:7][C:3]=1[C:4]([OH:6])=[O:5].CC1C=CC(S([CH2:30][N+:31]#[C-:32])(=O)=O)=CC=1.C1CCN2C(=NCCC2)CC1. (4) The reactants are: [CH:1]1([S:4]([NH:7][C:8]([C@@:10]2([NH:15][C:16](=[O:22])[O:17][C:18]([CH3:21])([CH3:20])[CH3:19])[CH2:12][C@H:11]2[CH:13]=[CH2:14])=[O:9])(=[O:6])=[O:5])[CH2:3][CH2:2]1. Given the product [CH:1]1([S:4]([NH:7][C:8]([C@@:10]2([NH:15][C:16](=[O:22])[O:17][C:18]([CH3:21])([CH3:20])[CH3:19])[CH2:12][C@H:11]2[CH2:13][CH3:14])=[O:9])(=[O:6])=[O:5])[CH2:3][CH2:2]1, predict the reactants needed to synthesize it. (5) Given the product [C:1]([O:5][C:6]([N:8]([CH3:10])[NH:9][C:13]1[CH:14]=[C:15]([Cl:19])[CH:16]=[C:17]([Cl:18])[C:12]=1[Cl:11])=[O:7])([CH3:4])([CH3:3])[CH3:2], predict the reactants needed to synthesize it. The reactants are: [C:1]([O:5][C:6]([N:8]([CH3:10])[NH2:9])=[O:7])([CH3:4])([CH3:3])[CH3:2].[Cl:11][C:12]1[C:17]([Cl:18])=[CH:16][C:15]([Cl:19])=[CH:14][C:13]=1B(O)O.C(N(CC)CC)C. (6) Given the product [Cl:12][C:13]1[CH:14]=[C:15]([NH:20][C:21]2[C:30]3[C:25](=[CH:26][C:27]([O:37][CH2:38][CH2:39][N:51]4[CH2:50][CH2:49][N:48]([C:46]([O:45][C:41]([CH3:44])([CH3:43])[CH3:42])=[O:47])[CH2:53][CH2:52]4)=[C:28]([O:31][CH:32]4[CH2:36][CH2:35][CH2:34][CH2:33]4)[CH:29]=3)[N:24]=[CH:23][N:22]=2)[CH:16]=[CH:17][C:18]=1[F:19], predict the reactants needed to synthesize it. The reactants are: N12CCCN=C1CCCCC2.[Cl:12][C:13]1[CH:14]=[C:15]([NH:20][C:21]2[C:30]3[C:25](=[CH:26][C:27]([O:37][CH2:38][CH2:39]Br)=[C:28]([O:31][CH:32]4[CH2:36][CH2:35][CH2:34][CH2:33]4)[CH:29]=3)[N:24]=[CH:23][N:22]=2)[CH:16]=[CH:17][C:18]=1[F:19].[C:41]([O:45][C:46]([N:48]1[CH2:53][CH2:52][NH:51][CH2:50][CH2:49]1)=[O:47])([CH3:44])([CH3:43])[CH3:42]. (7) Given the product [Cl:12][C:10]1[CH:9]=[C:8]2[C:7](=[C:6]([Cl:5])[CH:11]=1)[C:15](=[O:17])[CH2:14][CH2:13]2, predict the reactants needed to synthesize it. The reactants are: S(Cl)(Cl)=O.[Cl:5][C:6]1[CH:7]=[C:8]([CH2:13][CH2:14][C:15]([OH:17])=O)[CH:9]=[C:10]([Cl:12])[CH:11]=1.